From a dataset of Experimentally validated miRNA-target interactions with 360,000+ pairs, plus equal number of negative samples. Binary Classification. Given a miRNA mature sequence and a target amino acid sequence, predict their likelihood of interaction. (1) The miRNA is hsa-miR-6873-5p with sequence CAGAGGGAAUACAGAGGGCAAU. The protein sequence of the target gene is MAAVTMSVPGRKAPPRPGPVPEAAQPFLFTPRGPSAGGGPGSGTSPQVEWTARRLVWVPSELHGFEAAALRDEGEEEAEVELAESGRRLRLPRDQIQRMNPPKFSKAEDMAELTCLNEASVLHNLRERYYSGLIYTYSGLFCVVINPYKQLPIYTEAIVEMYRGKKRHEVPPHVYAVTEGAYRSMLQDREDQSILCTGESGAGKTENTKKVIQYLAHVASSPKGRKEPGVPGELERQLLQANPILEAFGNAKTVKNDNSSRFGKFIRINFDVAGYIVGANIETYLLEKSRAIRQAKDECS.... Result: 1 (interaction). (2) The miRNA is hsa-miR-6072 with sequence UCCUCAUCACACUGCACCUUAG. The protein sequence of the target gene is MVSQRSLLLLLLLTLRDVDSCQGPELVRELVLAKVKALFLDALGPPAMDGEGGDPGIRRLPRRHAVGGFMHRTSEPEEEDVSQAILFPATGATCEDQPAARGLAQEAEEGLFTYVFRPSQHIRSHQVTSAQLWFHTGLGRKSTAAANSSAPLLDLLVLSSGGPMAVPVSLGQGPPRWAVLHLAASAFPLLTHPILVLLLRCPLCSCSGRPETTPFLVAHTRARAPSAGERARRSTPSVPWPWSPAALRLLQRPPEEPAAHAFCHRAALNISFQELGWDRWIVHPPSFIFHYCHGSCGMPT.... Result: 0 (no interaction). (3) The miRNA is hsa-miR-4269 with sequence GCAGGCACAGACAGCCCUGGC. The protein sequence of the target gene is MGRRRQRVDPAAGARAGALPEAIAALSRSLPSGPSPEIFRRAKFDRPEATSALWQLLFRVLSPLPAGNALASLALEVQARLVKSALCSQGYPRLALAQLPEDGSQGSRELLLALSWLLARGPVPEQMLAQARVPLGDEMTVCQCEALASPGPPAPHMEAEGPVDVRHVQWLMGKLRFRWRQLVSSQQEQCALLSKIHLYTRGCHSDQSLSHLSVTEAEMLRDPEGGQQVSGAGAAQNLDLAYPKCLHSFCTPGMGPRTFWNDLWLVCEQPGLLPGDWAAPLDPGGASACSLLSPFRALLR.... Result: 1 (interaction). (4) The miRNA is hsa-miR-548h-3p with sequence CAAAAACCGCAAUUACUUUUGCA. The protein sequence of the target gene is MAAERGARRLLSTPSFWLYCLLLLGRRAPGAAAARSGSAPQSPGASIRTFTPFYFLVEPVDTLSVRGSSVILNCSAYSEPSPKIEWKKDGTFLNLVSDDRRQLLPDGSLFISNVVHSKHNKPDEGYYQCVATVESLGTIISRTAKLIVAGLPRFTSQPEPSSVYAGNNAILNCEVNADLVPFVRWEQNRQPLLLDDRVIKLPSGMLVISNATEGDGGLYRCVVESGGPPKYSDEVELKVLPDPEVISDLVFLKQPSPLVRVIGQDVVLPCVASGLPTPTIKWMKNEEALDTESSERLVLL.... Result: 1 (interaction). (5) The miRNA is hsa-miR-3145-3p with sequence AGAUAUUUUGAGUGUUUGGAAUUG. The protein sequence of the target gene is MLSKRIVTALNTAVKVQNAGIATTARGMAGASGSEVSKILEERILGTETGINLEETGKVLSIGDGIARVYGLKNIQAEEMVEFDSGIKGMAMNLDVDNVGVVVFGNDKVIREGDIVKRTGAIVDVPVGDGLLGRVVDALGNPIDGKGPIANARRSRVEVKAPGIIPRLSVREPMVTGVKAVDSLVPIGRGQRELIIGDRQTGKTAIAIDTIINQKRFNDAGDDKKKLFCIYVAVGQKRSTVAQIVKRLTDAGAMDYTIVVSATASDAAPLQFLAPYSGCAMGEHFRDNGKHALIIFDDLS.... Result: 0 (no interaction).